This data is from Rat liver microsome stability data. The task is: Regression/Classification. Given a drug SMILES string, predict its absorption, distribution, metabolism, or excretion properties. Task type varies by dataset: regression for continuous measurements (e.g., permeability, clearance, half-life) or binary classification for categorical outcomes (e.g., BBB penetration, CYP inhibition). Dataset: rlm. The drug is CC1(C)CC=C(c2c(C(=O)N3CCN(C(=O)C4CC4)CC3)cnc3ccc(F)cc23)CC1. The result is 1 (stable in rat liver microsomes).